Dataset: Forward reaction prediction with 1.9M reactions from USPTO patents (1976-2016). Task: Predict the product of the given reaction. (1) Given the reactants [NH:1]([C:8]([CH3:10])=[O:9])[C@H:2]([C:5]([OH:7])=O)[CH2:3][OH:4].C1C=CC2N(O)N=NC=2C=1.CCN=C=NCCCN(C)C.[Cl:32][C:33]1[CH:34]=[C:35]([CH:40]([NH:43][C:44]([C:46]2[NH:47][CH:48]=[C:49]([C:51]3[C:55]([C:56]4[CH:61]=[CH:60][C:59]([CH2:62][NH2:63])=[C:58]([Cl:64])[CH:57]=4)=[CH:54][NH:53][N:52]=3)[CH:50]=2)=[O:45])[CH2:41][OH:42])[CH:36]=[CH:37][C:38]=1[F:39], predict the reaction product. The product is: [Cl:32][C:33]1[CH:34]=[C:35]([CH:40]([NH:43][C:44]([C:46]2[NH:47][CH:48]=[C:49]([C:51]3[C:55]([C:56]4[CH:61]=[CH:60][C:59]([CH2:62][NH:63][C:5](=[O:7])[CH:2]([NH:1][C:8](=[O:9])[CH3:10])[CH2:3][OH:4])=[C:58]([Cl:64])[CH:57]=4)=[CH:54][NH:53][N:52]=3)[CH:50]=2)=[O:45])[CH2:41][OH:42])[CH:36]=[CH:37][C:38]=1[F:39]. (2) Given the reactants [Cl:1][C:2]1[C:3]([O:12][C:13]2[CH:18]=[C:17]([O:19][CH2:20][CH2:21][O:22][CH3:23])[CH:16]=[CH:15][C:14]=2[CH2:24][CH2:25][CH2:26][NH2:27])=[N:4][CH:5]=[C:6]([C:8]([F:11])([F:10])[F:9])[CH:7]=1.N1C=CC=CC=1.[CH3:34][CH:35]([S:37](Cl)(=[O:39])=[O:38])[CH3:36].Cl, predict the reaction product. The product is: [Cl:1][C:2]1[C:3]([O:12][C:13]2[CH:18]=[C:17]([O:19][CH2:20][CH2:21][O:22][CH3:23])[CH:16]=[CH:15][C:14]=2[CH2:24][CH2:25][CH2:26][NH:27][S:37]([CH:35]([CH3:36])[CH3:34])(=[O:39])=[O:38])=[N:4][CH:5]=[C:6]([C:8]([F:9])([F:11])[F:10])[CH:7]=1. (3) Given the reactants [CH3:1][C:2]1[CH:3]=[N:4][CH:5]=[CH:6][C:7]=1[C:8](=[O:10])[CH3:9].[Br:11]Br, predict the reaction product. The product is: [Br:11][CH2:9][C:8]([C:7]1[CH:6]=[CH:5][N:4]=[CH:3][C:2]=1[CH3:1])=[O:10].